From a dataset of Reaction yield outcomes from USPTO patents with 853,638 reactions. Predict the reaction yield, written as a fraction of the theoretical maximum amount of product (1.0 means a 100% yield; for example, 0.34 means a 34% yield). (1) The reactants are [NH2:1][C:2]1[CH:18]=[CH:17][C:5]([O:6][CH2:7][CH2:8][NH:9][C:10](=[O:16])[O:11][C:12]([CH3:15])([CH3:14])[CH3:13])=[C:4]([C:19]2[N:23]([CH3:24])[N:22]=[CH:21][CH:20]=2)[CH:3]=1.[C:25](Cl)(=[O:34])[C:26]1[CH:31]=[CH:30][CH:29]=[C:28]([O:32][CH3:33])[CH:27]=1.C(N(CC)CC)C. The catalyst is ClCCl. The product is [CH3:33][O:32][C:28]1[CH:27]=[C:26]([CH:31]=[CH:30][CH:29]=1)[C:25]([NH:1][C:2]1[CH:18]=[CH:17][C:5]([O:6][CH2:7][CH2:8][NH:9][C:10](=[O:16])[O:11][C:12]([CH3:15])([CH3:13])[CH3:14])=[C:4]([C:19]2[N:23]([CH3:24])[N:22]=[CH:21][CH:20]=2)[CH:3]=1)=[O:34]. The yield is 0.739. (2) The reactants are [N:1]1[C:10]2[C:5](=[CH:6][C:7](C(O)=O)=[CH:8][CH:9]=2)[CH:4]=[CH:3][CH:2]=1.C([N:16]([CH2:19]C)CC)C.C1C=CC(P(N=[N+]=[N-])(C2C=CC=CC=2)=[O:28])=CC=1.[CH3:38][C:39]([OH:42])([CH3:41])[CH3:40]. The catalyst is C1(C)C=CC=CC=1.O. The product is [N:1]1[C:10]2[C:5](=[CH:6][C:7]([NH:16][C:19](=[O:28])[O:42][C:39]([CH3:41])([CH3:40])[CH3:38])=[CH:8][CH:9]=2)[CH:4]=[CH:3][CH:2]=1. The yield is 0.180. (3) The reactants are [C:1]([C:3]1[CH:4]=[C:5]2[C:9](=[CH:10][CH:11]=1)[NH:8][C:7](=[O:12])[CH2:6]2)#[N:2].[Cl:13][C:14]1[N:19]=[CH:18][C:17]([S:20]([N:23]2[CH2:28][CH2:27][N:26]([CH2:29][CH3:30])[CH2:25][CH2:24]2)(=[O:22])=[O:21])=[CH:16][CH:15]=1. No catalyst specified. The product is [ClH:13].[CH2:29]([N:26]1[CH2:27][CH2:28][N:23]([S:20]([C:17]2[CH:16]=[CH:15][C:14]([C:6]3[C:5]4[C:9](=[CH:10][CH:11]=[C:3]([C:1]#[N:2])[CH:4]=4)[NH:8][C:7]=3[OH:12])=[N:19][CH:18]=2)(=[O:22])=[O:21])[CH2:24][CH2:25]1)[CH3:30]. The yield is 0.0400. (4) The reactants are COC1C=CC(C([NH:24][C:25]2[O:26][CH2:27][C@H:28]([F:48])[C@:29]([C:32]3[CH:37]=[C:36]([NH:38][C:39]4[CH:44]=[CH:43][CH:42]=[CH:41][C:40]=4[O:45][CH3:46])[CH:35]=[CH:34][C:33]=3[F:47])([CH3:31])[N:30]=2)(C2C=CC(OC)=CC=2)C2C=CC=CC=2)=CC=1.FC(F)(F)C(O)=O. The catalyst is ClCCl. The product is [F:48][C@H:28]1[CH2:27][O:26][C:25]([NH2:24])=[N:30][C@@:29]1([C:32]1[CH:37]=[C:36]([NH:38][C:39]2[CH:44]=[CH:43][CH:42]=[CH:41][C:40]=2[O:45][CH3:46])[CH:35]=[CH:34][C:33]=1[F:47])[CH3:31]. The yield is 0.820. (5) The product is [CH3:22][N:11]([CH2:10][C:2]1[N:1]=[C:5]2[CH:6]=[CH:7][CH:8]=[CH:9][N:4]2[C:3]=1[CH2:28][N:23]1[CH2:27][CH2:26][CH2:25][CH2:24]1)[C@@H:12]1[C:21]2[N:20]=[CH:19][CH:18]=[CH:17][C:16]=2[CH2:15][CH2:14][CH2:13]1. The yield is 0.730. The catalyst is C(O)(=O)C. The reactants are [N:1]1[C:2]([CH2:10][N:11]([CH3:22])[C@@H:12]2[C:21]3[N:20]=[CH:19][CH:18]=[CH:17][C:16]=3[CH2:15][CH2:14][CH2:13]2)=[CH:3][N:4]2[CH:9]=[CH:8][CH:7]=[CH:6][C:5]=12.[NH:23]1[CH2:27][CH2:26][CH2:25][CH2:24]1.[CH2:28]=O.O. (6) The reactants are Cl.C(OC(=O)[N:8]([CH2:12][C:13]1[CH:18]=[C:17]([CH2:19][O:20][C:21](=[O:24])[NH:22][CH3:23])[CH:16]=[CH:15][C:14]=1[Cl:25])[CH:9]1[CH2:11][CH2:10]1)(C)(C)C. The catalyst is C(Cl)Cl. The product is [Cl:25][C:14]1[CH:15]=[CH:16][C:17]([CH2:19][O:20][C:21](=[O:24])[NH:22][CH3:23])=[CH:18][C:13]=1[CH2:12][NH:8][CH:9]1[CH2:11][CH2:10]1. The yield is 0.980. (7) The reactants are [C:1]([NH:8][C@H:9]([C:18]([OH:20])=[O:19])[CH2:10][C:11]1[CH:16]=[CH:15][C:14]([NH2:17])=[CH:13][CH:12]=1)([O:3][C:4]([CH3:7])([CH3:6])[CH3:5])=[O:2].[Br:21][C:22]([CH3:27])([CH3:26])[C:23](Br)=[O:24].C(Cl)(Cl)Cl.O. The catalyst is C1COCC1. The product is [C:1]([NH:8][C@H:9]([C:18]([OH:20])=[O:19])[CH2:10][C:11]1[CH:12]=[CH:13][C:14]([NH:17][C:23](=[O:24])[C:22]([Br:21])([CH3:27])[CH3:26])=[CH:15][CH:16]=1)([O:3][C:4]([CH3:5])([CH3:7])[CH3:6])=[O:2]. The yield is 0.650. (8) The reactants are C([O:4][C:5]1[CH:25]=[CH:24][C:8]([CH:9]2[CH2:18][C:17]3[C:12](=[CH:13][C:14]([O:19]C(=O)C)=[CH:15][CH:16]=3)[O:11][CH:10]2[CH3:23])=[CH:7][CH:6]=1)(=O)C.[OH-].[K+].C(O)(=O)C. The catalyst is CO.O. The product is [OH:4][C:5]1[CH:25]=[CH:24][C:8]([CH:9]2[CH2:18][C:17]3[C:12](=[CH:13][C:14]([OH:19])=[CH:15][CH:16]=3)[O:11][CH:10]2[CH3:23])=[CH:7][CH:6]=1. The yield is 0.320. (9) The reactants are [OH:1][CH2:2][C:3]#[C:4][C:5]1[CH:10]=[CH:9][C:8]([N:11]2[CH2:16][CH2:15][N:14]([C:17]([O:19][C:20]([CH3:23])([CH3:22])[CH3:21])=[O:18])[CH2:13][CH2:12]2)=[CH:7][CH:6]=1.CCOC(C)=O. The catalyst is CCO.[Pd]. The product is [OH:1][CH2:2][CH2:3][CH2:4][C:5]1[CH:6]=[CH:7][C:8]([N:11]2[CH2:12][CH2:13][N:14]([C:17]([O:19][C:20]([CH3:23])([CH3:22])[CH3:21])=[O:18])[CH2:15][CH2:16]2)=[CH:9][CH:10]=1. The yield is 0.710.